Dataset: Full USPTO retrosynthesis dataset with 1.9M reactions from patents (1976-2016). Task: Predict the reactants needed to synthesize the given product. Given the product [C:1]([C:5]1[CH:6]=[C:7]([NH:17][C:18]([NH:20][C:21]2[C:30]3[C:25](=[CH:26][CH:27]=[CH:28][CH:29]=3)[C:24]([O:31][C:32]3[CH:37]=[CH:36][N:35]=[C:34]([NH:38][CH2:39][C:40]4[CH:45]=[CH:44][CH:43]=[CH:42][N:41]=4)[CH:33]=3)=[CH:23][CH:22]=2)=[O:19])[C:8]([O:15][CH3:16])=[C:9]([CH:14]=1)[C:10]([OH:12])=[O:11])([CH3:4])([CH3:2])[CH3:3], predict the reactants needed to synthesize it. The reactants are: [C:1]([C:5]1[CH:6]=[C:7]([NH:17][C:18]([NH:20][C:21]2[C:30]3[C:25](=[CH:26][CH:27]=[CH:28][CH:29]=3)[C:24]([O:31][C:32]3[CH:37]=[CH:36][N:35]=[C:34]([NH:38][CH2:39][C:40]4[CH:45]=[CH:44][CH:43]=[CH:42][N:41]=4)[CH:33]=3)=[CH:23][CH:22]=2)=[O:19])[C:8]([O:15][CH3:16])=[C:9]([CH:14]=1)[C:10]([O:12]C)=[O:11])([CH3:4])([CH3:3])[CH3:2].CO.C1COCC1.C(OCC)(=O)C.